From a dataset of Peptide-MHC class II binding affinity with 134,281 pairs from IEDB. Regression. Given a peptide amino acid sequence and an MHC pseudo amino acid sequence, predict their binding affinity value. This is MHC class II binding data. (1) The peptide sequence is HLCPSHLVEAL. The MHC is HLA-DQA10102-DQB10604 with pseudo-sequence HLA-DQA10102-DQB10604. The binding affinity (normalized) is 0. (2) The peptide sequence is KMIGGIGGFIKVRQYDQIPI. The MHC is DRB1_1201 with pseudo-sequence DRB1_1201. The binding affinity (normalized) is 0.189. (3) The peptide sequence is KLTITGKGTLDGQGK. The MHC is HLA-DPA10201-DPB10101 with pseudo-sequence HLA-DPA10201-DPB10101. The binding affinity (normalized) is 0.128. (4) The peptide sequence is ENCGTRGPSLRTTTV. The MHC is DRB1_1501 with pseudo-sequence DRB1_1501. The binding affinity (normalized) is 0.